From a dataset of Catalyst prediction with 721,799 reactions and 888 catalyst types from USPTO. Predict which catalyst facilitates the given reaction. (1) Reactant: [CH3:1][O:2][C:3]([C:5]1[C:6]([CH3:29])=[C:7]([NH:15][CH:16]2[CH2:21][CH2:20][N:19]([C:22]([O:24][C:25]([CH3:28])([CH3:27])[CH3:26])=[O:23])[CH2:18][CH2:17]2)[CH:8]=[C:9]([C:11]([F:14])([F:13])[F:12])[CH:10]=1)=[O:4].[CH:30](=O)[CH3:31].C(O[BH-](OC(=O)C)OC(=O)C)(=O)C.[Na+].C([O-])(O)=O.[Na+]. Product: [C:25]([O:24][C:22]([N:19]1[CH2:18][CH2:17][CH:16]([N:15]([CH2:30][CH3:31])[C:7]2[CH:8]=[C:9]([C:11]([F:13])([F:14])[F:12])[CH:10]=[C:5]([C:3]([O:2][CH3:1])=[O:4])[C:6]=2[CH3:29])[CH2:21][CH2:20]1)=[O:23])([CH3:26])([CH3:28])[CH3:27]. The catalyst class is: 585. (2) Reactant: [CH:1]1([CH2:4][O:5][C:6]23[CH2:15][CH:10]4[CH2:11][CH:12]([CH2:14][CH:8]([N:9]4C(OC(C)(C)C)=O)[CH2:7]2)[CH2:13]3)[CH2:3][CH2:2]1.FC(F)(F)C(O)=O. Product: [CH:1]1([CH2:4][O:5][C:6]23[CH2:15][CH:10]4[CH2:11][CH:12]([CH2:14][CH:8]([NH:9]4)[CH2:7]2)[CH2:13]3)[CH2:3][CH2:2]1. The catalyst class is: 2. (3) Reactant: C(OC(=O)[NH:7][C:8]1[NH:9][C:10](=[O:23])[C:11]2[CH:16]=[C:15]([C:17]3[CH:22]=[CH:21][CH:20]=[CH:19][CH:18]=3)[S:14][C:12]=2[N:13]=1)(C)(C)C.[Br:25]Br. Product: [BrH:25].[NH2:7][C:8]1[NH:9][C:10](=[O:23])[C:11]2[C:16]([Br:25])=[C:15]([C:17]3[CH:22]=[CH:21][CH:20]=[CH:19][CH:18]=3)[S:14][C:12]=2[N:13]=1. The catalyst class is: 22. (4) Reactant: [NH2:1][C:2]1[CH:3]=[CH:4][C:5]([Cl:24])=[C:6]([C:8]2[N:9]=[C:10]3[N:15]=[CH:14][C:13]([NH:16][C:17](=[O:22])[O:18][CH:19]([CH3:21])[CH3:20])=[CH:12][N:11]3[CH:23]=2)[CH:7]=1.Cl[C:26](OC1C=CC([N+]([O-])=O)=CC=1)=[O:27].[CH3:38]NCC(C)C.[N:44]1[CH:49]=CC=[CH:46][CH:45]=1. Product: [Cl:24][C:5]1[CH:4]=[CH:3][C:2]([NH:1][C:26]([N:44]([CH:45]([CH3:38])[CH3:46])[CH3:49])=[O:27])=[CH:7][C:6]=1[C:8]1[N:9]=[C:10]2[N:15]=[CH:14][C:13]([NH:16][C:17](=[O:22])[O:18][CH:19]([CH3:21])[CH3:20])=[CH:12][N:11]2[CH:23]=1. The catalyst class is: 3. (5) Reactant: [CH3:1][S:2]([CH:5]([C:7]1[CH:8]=[CH:9][C:10]([C:13]([F:16])([F:15])[F:14])=[N:11][CH:12]=1)[CH3:6])(=[NH:4])=[O:3].C(N(CC)CC)C.[CH3:24][S:25](Cl)(=[O:27])=[O:26]. Product: [CH3:1][S:2](=[O:3])([CH:5]([C:7]1[CH:12]=[N:11][C:10]([C:13]([F:15])([F:16])[F:14])=[CH:9][CH:8]=1)[CH3:6])=[N:4][S:25]([CH3:24])(=[O:27])=[O:26]. The catalyst class is: 4. (6) Reactant: C[SH+](C)=O.[CH3:5][O:6][C:7](=[O:16])[CH2:8][C:9]1[CH:14]=[CH:13][CH:12]=[C:11]([Br:15])[CH:10]=1.[SH:17][C:18]1[CH:23]=[CH:22][N:21]=[CH:20][CH:19]=1. Product: [CH3:5][O:6][C:7](=[O:16])[CH:8]([C:9]1[CH:14]=[CH:13][CH:12]=[C:11]([Br:15])[CH:10]=1)[S:17][C:18]1[CH:23]=[CH:22][N:21]=[CH:20][CH:19]=1. The catalyst class is: 68. (7) Reactant: [F:1][C:2]([F:9])([F:8])[S:3]([O:6]C)(=[O:5])=[O:4].[CH2:10]([O:17][N:18]=[C:19]([C:26]1[CH:31]=[CH:30][CH:29]=[CH:28][CH:27]=1)[C:20]1[CH:25]=[CH:24][CH:23]=[CH:22][N:21]=1)[C:11]1[CH:16]=[CH:15][CH:14]=[CH:13][CH:12]=1. Product: [F:1][C:2]([F:9])([F:8])[S:3]([O-:6])(=[O:5])=[O:4].[CH2:10]([O:17][N:18]=[C:19]([C:26]1[CH:31]=[CH:30][CH:29]=[CH:28][CH:27]=1)[C:20]1[CH:25]=[CH:24][CH:23]=[CH:22][N+:21]=1[CH3:2])[C:11]1[CH:12]=[CH:13][CH:14]=[CH:15][CH:16]=1. The catalyst class is: 27. (8) Reactant: [NH2:1][C:2]1[C:3]([C:23]([F:26])([F:25])[F:24])=[C:4]2[C:10]([CH:11]3[CH2:16][CH2:15][N:14]([C:17](=[O:21])[CH:18]([CH3:20])[CH3:19])[CH2:13][CH2:12]3)=[CH:9][N:8]([CH3:22])[C:5]2=[N:6][CH:7]=1.[ClH:27].CCOC(C)=O. Product: [ClH:27].[NH2:1][C:2]1[C:3]([C:23]([F:26])([F:25])[F:24])=[C:4]2[C:10]([CH:11]3[CH2:16][CH2:15][N:14]([C:17](=[O:21])[CH:18]([CH3:19])[CH3:20])[CH2:13][CH2:12]3)=[CH:9][N:8]([CH3:22])[C:5]2=[N:6][CH:7]=1. The catalyst class is: 91. (9) Reactant: Cl[C:2]1[CH:3]=[CH:4][C:5]2[N:6]([C:8]([C:11]([F:14])([F:13])[F:12])=[N:9][N:10]=2)[N:7]=1.Cl.[NH:16]1[CH2:19][CH:18]([OH:20])[CH2:17]1.CCN(C(C)C)C(C)C. Product: [F:12][C:11]([F:14])([F:13])[C:8]1[N:6]2[N:7]=[C:2]([N:16]3[CH2:19][CH:18]([OH:20])[CH2:17]3)[CH:3]=[CH:4][C:5]2=[N:10][N:9]=1. The catalyst class is: 18. (10) Reactant: [CH:1]1([C:7]2[C:8]3[CH:9]=[CH:10][C:11]([C:26]([O:28][CH3:29])=[O:27])=[CH:12][C:13]=3[N:14]3[CH2:21][CH2:20][CH:19]=[CH:18][C:17]4[CH:22]=[CH:23][CH:24]=[CH:25][C:16]=4[C:15]=23)[CH2:6][CH2:5][CH2:4][CH2:3][CH2:2]1.[OH-:30].[Na+].OO. Product: [CH:1]1([C:7]2[C:8]3[CH:9]=[CH:10][C:11]([C:26]([O:28][CH3:29])=[O:27])=[CH:12][C:13]=3[N:14]3[CH2:21][CH2:20][CH2:19][CH:18]([OH:30])[C:17]4[CH:22]=[CH:23][CH:24]=[CH:25][C:16]=4[C:15]=23)[CH2:2][CH2:3][CH2:4][CH2:5][CH2:6]1. The catalyst class is: 1.